Dataset: Reaction yield outcomes from USPTO patents with 853,638 reactions. Task: Predict the reaction yield, written as a fraction of the theoretical maximum amount of product (1.0 means a 100% yield; for example, 0.34 means a 34% yield). (1) The reactants are [C:1](Cl)(=[O:7])[CH2:2][CH2:3][CH2:4][CH2:5][CH3:6].[CH:9]1([CH2:15][O:16][C:17]2[CH:18]=[C:19]([CH:33]=[CH:34][CH:35]=2)[C:20]([NH:22][C:23]2[CH:28]=[CH:27][CH:26]=[CH:25][C:24]=2[S:29](=[O:32])(=[O:31])[NH2:30])=[O:21])[CH2:14][CH2:13][CH2:12][CH2:11][CH2:10]1. The catalyst is CN(C)C1C=CN=CC=1.O1CCCC1. The product is [CH:9]1([CH2:15][O:16][C:17]2[CH:18]=[C:19]([CH:33]=[CH:34][CH:35]=2)[C:20]([NH:22][C:23]2[CH:28]=[CH:27][CH:26]=[CH:25][C:24]=2[S:29]([NH:30][C:1](=[O:7])[CH2:2][CH2:3][CH2:4][CH2:5][CH3:6])(=[O:32])=[O:31])=[O:21])[CH2:14][CH2:13][CH2:12][CH2:11][CH2:10]1. The yield is 0.978. (2) The reactants are [Br:1][C:2]1[CH:7]=[CH:6][C:5]([O:8][CH:9]([CH3:13])[C:10](O)=O)=[C:4](C=O)[CH:3]=1.C([O-])(=O)C.[Na+].[OH-].[Na+]. The catalyst is C(OC(=O)C)(=O)C.C1(C)C=CC=CC=1.O. The product is [Br:1][C:2]1[CH:3]=[CH:4][C:5]2[O:8][C:9]([CH3:10])=[CH:13][C:6]=2[CH:7]=1. The yield is 0.620. (3) The yield is 0.800. The catalyst is C(Cl)Cl. The reactants are CS([Cl:5])(=O)=O.O[CH2:7][CH2:8][C:9]1[N:10]=[N+:11]([O-:19])[C:12]2[CH:18]=[CH:17][CH:16]=[CH:15][C:13]=2[N:14]=1.CCN(CC)CC.[NH:27]1[CH2:32][CH2:31][O:30][CH2:29][CH2:28]1. The product is [ClH:5].[N:27]1([CH2:7][CH2:8][C:9]2[N:10]=[N+:11]([O-:19])[C:12]3[CH:18]=[CH:17][CH:16]=[CH:15][C:13]=3[N:14]=2)[CH2:32][CH2:31][O:30][CH2:29][CH2:28]1. (4) The reactants are [CH3:1][O:2][C:3]1[N:8]=[C:7]([NH:9][CH2:10][C:11]2[CH:16]=[CH:15][C:14]([C:17]([F:20])([F:19])[F:18])=[CH:13][CH:12]=2)[CH:6]=[CH:5][C:4]=1[CH2:21][C:22]1[C:30]2[C:25](=[N:26][CH:27]=[CH:28][CH:29]=2)[N:24]([Si](C(C)C)(C(C)C)C(C)C)[CH:23]=1.O1CCCC1.[F-].C([N+](CCCC)(CCCC)CCCC)CCC. The catalyst is O. The product is [CH3:1][O:2][C:3]1[N:8]=[C:7]([NH:9][CH2:10][C:11]2[CH:16]=[CH:15][C:14]([C:17]([F:19])([F:20])[F:18])=[CH:13][CH:12]=2)[CH:6]=[CH:5][C:4]=1[CH2:21][C:22]1[C:30]2[C:25](=[N:26][CH:27]=[CH:28][CH:29]=2)[NH:24][CH:23]=1. The yield is 0.810. (5) The reactants are C([O:3][C:4](=[O:26])[CH2:5][O:6][C:7]1[CH:12]=[C:11]([O:13][C:14]2[CH:23]=[CH:22][C:17]3[B:18]([OH:21])[O:19][CH2:20][C:16]=3[CH:15]=2)[CH:10]=[CH:9][C:8]=1[C:24]#[N:25])C.[Li+].[OH-].O.Cl. The catalyst is C1COCC1. The product is [C:24]([C:8]1[CH:9]=[CH:10][C:11]([O:13][C:14]2[CH:23]=[CH:22][C:17]3[B:18]([OH:21])[O:19][CH2:20][C:16]=3[CH:15]=2)=[CH:12][C:7]=1[O:6][CH2:5][C:4]([OH:26])=[O:3])#[N:25]. The yield is 0.580. (6) The reactants are [CH:1]1([CH2:6][C@H:7]([N:11]2[CH2:19][C:18]3[C:13](=[CH:14][CH:15]=[CH:16][C:17]=3[C:20]([F:23])([F:22])[F:21])[C:12]2=[O:24])[C:8]([OH:10])=O)[CH2:5][CH2:4][CH2:3][CH2:2]1.C(Cl)(=O)C(Cl)=O.[Br:31][C:32]1[N:33]=[CH:34][C:35]([NH2:38])=[N:36][CH:37]=1.N1C(C)=CC=CC=1C. The catalyst is C(Cl)Cl.CN(C)C=O. The product is [Br:31][C:32]1[N:33]=[CH:34][C:35]([NH:38][C:8](=[O:10])[C@@H:7]([N:11]2[CH2:19][C:18]3[C:13](=[CH:14][CH:15]=[CH:16][C:17]=3[C:20]([F:23])([F:22])[F:21])[C:12]2=[O:24])[CH2:6][CH:1]2[CH2:2][CH2:3][CH2:4][CH2:5]2)=[N:36][CH:37]=1. The yield is 0.510. (7) The reactants are [CH3:1][O:2][C@H:3]1[CH2:11][C:10]2[C:5](=[CH:6][CH:7]=[CH:8][CH:9]=2)[C@H:4]1[NH:12]C(=O)OC(C)(C)C.Cl.C([O-])([O-])=O.[Na+].[Na+]. The catalyst is O1CCOCC1.O. The product is [CH3:1][O:2][C@H:3]1[CH2:11][C:10]2[C:5](=[CH:6][CH:7]=[CH:8][CH:9]=2)[C@H:4]1[NH2:12]. The yield is 0.990.